This data is from Catalyst prediction with 721,799 reactions and 888 catalyst types from USPTO. The task is: Predict which catalyst facilitates the given reaction. (1) Reactant: [C:1]([N:4]1[CH2:9][CH2:8][CH:7]([C:10]([N:12]2[CH2:18][C:17]3[CH:19]=[CH:20][C:21]([C:23](OC)=[O:24])=[CH:22][C:16]=3[O:15][CH2:14][C@@H:13]2[C:27]2[CH:32]=[CH:31][CH:30]=[CH:29][CH:28]=2)=[O:11])[CH2:6][CH2:5]1)(=O)[CH3:2].[NH2:33][OH:34].[OH-:35].[Na+]. Product: [C:1]([N:4]1[CH2:5][CH2:6][CH:7]([C:10]([N:12]2[CH2:18][C:17]3[CH:19]=[CH:20][C:21]([C:23]([NH:33][OH:34])=[O:24])=[CH:22][C:16]=3[O:15][CH2:14][C@@H:13]2[C:27]2[CH:32]=[CH:31][CH:30]=[CH:29][CH:28]=2)=[O:11])[CH2:8][CH2:9]1)(=[O:35])[CH3:2]. The catalyst class is: 36. (2) Reactant: CCN(C(C)C)C(C)C.C1C=CC2N(O)N=NC=2C=1.CCN=C=NCCCN(C)C.[N:31]1([C:36]2[CH:44]=[CH:43][C:39]([C:40]([OH:42])=O)=[CH:38][N:37]=2)[CH2:35][CH2:34][CH2:33][CH2:32]1.Cl.[NH2:46][CH2:47][C:48]([N:50]1[CH2:55][CH2:54][N:53]([C:56](=[O:68])[C:57]2[CH:62]=[C:61]([F:63])[CH:60]=[CH:59][C:58]=2[C:64]([F:67])([F:66])[F:65])[CH2:52][CH2:51]1)=[O:49].FC1C=CC(C(F)(F)F)=C(C=1)C(O)=O. Product: [F:63][C:61]1[CH:60]=[CH:59][C:58]([C:64]([F:66])([F:65])[F:67])=[C:57]([CH:62]=1)[C:56]([N:53]1[CH2:54][CH2:55][N:50]([C:48](=[O:49])[CH2:47][NH:46][C:40](=[O:42])[C:39]2[CH:43]=[CH:44][C:36]([N:31]3[CH2:32][CH2:33][CH2:34][CH2:35]3)=[N:37][CH:38]=2)[CH2:51][CH2:52]1)=[O:68]. The catalyst class is: 18. (3) Reactant: C[O:2][C:3]([CH:5]1[CH2:10][CH2:9][N:8]([CH2:11][C:12]2[CH:17]=[CH:16][CH:15]=[CH:14][CH:13]=2)[CH:7]([CH3:18])[C:6]1=O)=O.Cl.[CH:21]([NH2:23])=[NH:22].CC[O-].[Na+]. Product: [CH2:11]([N:8]1[CH2:9][CH2:10][C:5]2[C:3](=[O:2])[NH:23][CH:21]=[N:22][C:6]=2[CH:7]1[CH3:18])[C:12]1[CH:17]=[CH:16][CH:15]=[CH:14][CH:13]=1. The catalyst class is: 14. (4) Reactant: C1O[C:4]2([CH2:9][CH2:8][C:7](=[O:10])[CH2:6][CH2:5]2)OC1.[NH2:12][C:13]1[CH:14]=[C:15]2[C:19](=[CH:20][CH:21]=1)[NH:18][N:17]=[CH:16]2.C(O)(=O)C. Product: [NH:18]1[C:19]2[C:15](=[CH:14][C:13]([NH:12][CH:4]3[CH2:5][CH2:6][C:7](=[O:10])[CH2:8][CH2:9]3)=[CH:21][CH:20]=2)[CH:16]=[N:17]1. The catalyst class is: 5. (5) Reactant: Br[C:2]1[C:3](=[O:13])[C:4]2[C:9]([C:10](=[O:12])[CH:11]=1)=[CH:8][CH:7]=[CH:6][CH:5]=2.[F:14][C:15]([F:25])([F:24])[C:16]1[CH:17]=[C:18]([CH:21]=[CH:22][CH:23]=1)[CH2:19][NH2:20]. Product: [F:14][C:15]([F:24])([F:25])[C:16]1[CH:17]=[C:18]([CH:21]=[CH:22][CH:23]=1)[CH2:19][NH:20][C:2]1[C:3](=[O:13])[C:4]2[C:9]([C:10](=[O:12])[CH:11]=1)=[CH:8][CH:7]=[CH:6][CH:5]=2. The catalyst class is: 14. (6) Reactant: Br[C:2]1[C:3]2[N:4]([N:9]=[C:10]([NH2:12])[N:11]=2)[CH:5]=[C:6]([CH3:8])[CH:7]=1.[Cl:13][C:14]1[CH:19]=[C:18]([F:20])[CH:17]=[CH:16][C:15]=1B(O)O. Product: [Cl:13][C:14]1[CH:19]=[C:18]([F:20])[CH:17]=[CH:16][C:15]=1[C:2]1[C:3]2[N:4]([N:9]=[C:10]([NH2:12])[N:11]=2)[CH:5]=[C:6]([CH3:8])[CH:7]=1. The catalyst class is: 216. (7) Reactant: Cl.C([N:4]([CH2:7][CH3:8])[CH2:5][CH3:6])C.[CH2:9](Cl)[C:10]1C=C[CH:13]=[CH:12][CH:11]=1.[N-:17]=[N+:18]=[N-].[Na+]. Product: [CH2:7]([N:4]1[CH:5]=[CH:6][N:18]=[N:17]1)[C:8]1[CH:13]=[CH:12][CH:11]=[CH:10][CH:9]=1. The catalyst class is: 572. (8) Reactant: C(OC(=O)[NH:7][CH:8]([CH2:31][C:32]1[CH:37]=[C:36]([F:38])[C:35]([F:39])=[CH:34][C:33]=1[F:40])[CH2:9][C:10]([N:12]1[CH2:18][C:17]2[CH:19]=[CH:20][CH:21]=[CH:22][C:16]=2[N:15]([CH2:23][C:24](=[O:29])[NH:25][CH:26]2[CH2:28][CH2:27]2)[C:14](=[O:30])[CH2:13]1)=[O:11])(C)(C)C.[F:42][C:43]([F:48])([F:47])[C:44]([OH:46])=[O:45]. Product: [F:42][C:43]([F:48])([F:47])[C:44]([OH:46])=[O:45].[NH2:7][C@H:8]([CH2:31][C:32]1[CH:37]=[C:36]([F:38])[C:35]([F:39])=[CH:34][C:33]=1[F:40])[CH2:9][C:10]([N:12]1[CH2:18][C:17]2[CH:19]=[CH:20][CH:21]=[CH:22][C:16]=2[N:15]([CH2:23][C:24]([NH:25][CH:26]2[CH2:28][CH2:27]2)=[O:29])[C:14](=[O:30])[CH2:13]1)=[O:11]. The catalyst class is: 2. (9) Reactant: [F:1][C:2]1[CH:7]=[CH:6][CH:5]=[C:4]([F:8])[C:3]=1[N:9]1[C:14](=[O:15])[CH:13]=[CH:12][C:11]2[C:16]([NH:33][C:34]3[CH:39]=[CH:38][C:37]([F:40])=[C:36]([CH3:41])[N:35]=3)=[C:17]([C:19]([N:21]3[CH2:25][CH2:24][C@@H:23]([O:26]C4CCCCO4)[CH2:22]3)=[O:20])[S:18][C:10]1=2.C(O)C.Cl.[OH-].[Na+]. Product: [F:8][C:4]1[CH:5]=[CH:6][CH:7]=[C:2]([F:1])[C:3]=1[N:9]1[C:14](=[O:15])[CH:13]=[CH:12][C:11]2[C:16]([NH:33][C:34]3[CH:39]=[CH:38][C:37]([F:40])=[C:36]([CH3:41])[N:35]=3)=[C:17]([C:19]([N:21]3[CH2:25][CH2:24][C@@H:23]([OH:26])[CH2:22]3)=[O:20])[S:18][C:10]1=2. The catalyst class is: 232.